Task: Predict the reaction yield, written as a fraction of the theoretical maximum amount of product (1.0 means a 100% yield; for example, 0.34 means a 34% yield).. Dataset: Reaction yield outcomes from USPTO patents with 853,638 reactions (1) The reactants are [Br:1][C:2]1[CH:3]=[N:4][CH:5]=[C:6]([CH:10]=1)[C:7](Cl)=[O:8].[CH3:11][NH:12][CH3:13].C1COCC1. The catalyst is N1C=CC=CC=1. The product is [Br:1][C:2]1[CH:3]=[N:4][CH:5]=[C:6]([CH:10]=1)[C:7]([N:12]([CH3:13])[CH3:11])=[O:8]. The yield is 0.890. (2) The reactants are C(O)(=O)C.C(O)(=O)C.IC1C=CC=CC=1.[Cl:16][C:17]1[N:22]=[C:21]([N:23]2[CH2:28][CH2:27][O:26][CH2:25][C@H:24]2[CH3:29])[CH:20]=[C:19]([CH2:30][S:31]([CH3:33])=[O:32])[N:18]=1.[F:34][C:35]([F:40])([F:39])[C:36]([NH2:38])=[O:37].[O-2].[Mg+2]. The catalyst is C(Cl)Cl.CC([O-])=O.CC([O-])=O.CC([O-])=O.CC([O-])=O.[Rh+2].[Rh+2]. The product is [Cl:16][C:17]1[N:18]=[C:19]([CH2:30][S:31]([CH3:33])(=[O:32])=[N:38][C:36](=[O:37])[C:35]([F:40])([F:39])[F:34])[CH:20]=[C:21]([N:23]2[CH2:28][CH2:27][O:26][CH2:25][C@H:24]2[CH3:29])[N:22]=1. The yield is 0.820. (3) The reactants are [Br:1][C:2]1[CH:3]=[CH:4][CH:5]=[C:6]2[C:10]=1[NH:9][N:8]=[CH:7]2.S(OC)(O[CH3:15])(=O)=O. The catalyst is C1(C)C=CC=CC=1. The product is [Br:1][C:2]1[C:10]2[C:6](=[CH:7][N:8]([CH3:15])[N:9]=2)[CH:5]=[CH:4][CH:3]=1. The yield is 0.730. (4) The reactants are [CH3:1][O:2][C:3]1[CH:13]=[CH:12][C:6]2[C:7]([CH:10]=[O:11])=[CH:8][O:9][C:5]=2[CH:4]=1.[OH:14][CH2:15][CH2:16]O.O. The catalyst is C1C=CC=CC=1. The product is [O:11]1[CH2:16][CH2:15][O:14][CH:10]1[C:7]1[C:6]2[CH:12]=[CH:13][C:3]([O:2][CH3:1])=[CH:4][C:5]=2[O:9][CH:8]=1. The yield is 0.950. (5) The reactants are C([O:3][C:4]([CH:6]1[CH2:11][CH2:10][N:9]([C:12]2[O:13][C:14]([CH3:17])=[N:15][N:16]=2)[CH2:8][CH2:7]1)=[O:5])C.[OH-].[Na+].Cl. The catalyst is C(O)C. The product is [CH3:17][C:14]1[O:13][C:12]([N:9]2[CH2:10][CH2:11][CH:6]([C:4]([OH:5])=[O:3])[CH2:7][CH2:8]2)=[N:16][N:15]=1. The yield is 0.380. (6) The reactants are Cl[Sn]Cl.Cl.[N+:5]([C:8]1[CH:16]=[CH:15][C:11]2[N:12]=[CH:13][S:14][C:10]=2[CH:9]=1)([O-])=O.[OH-].[Na+]. No catalyst specified. The product is [NH2:5][C:8]1[CH:16]=[CH:15][C:11]2[N:12]=[CH:13][S:14][C:10]=2[CH:9]=1. The yield is 0.960. (7) The reactants are C(N(C(C)C)CC)(C)C.[Cl:10][C:11]1[CH:19]=[C:18]([C:20]([NH:22][CH2:23][C:24]2[CH:29]=[CH:28][CH:27]=[C:26]([O:30][Si:31]([C:34]([CH3:37])([CH3:36])[CH3:35])([CH3:33])[CH3:32])[CH:25]=2)=[O:21])[CH:17]=[C:16]([CH3:38])[C:12]=1[C:13]([OH:15])=O.Cl.[CH3:40][C:41]([CH3:54])([O:43][C:44]([NH:46][CH2:47][C@@H:48]([C:50]([O:52][CH3:53])=[O:51])[NH2:49])=[O:45])[CH3:42].F[P-](F)(F)(F)(F)F.N1(O[P+](N(C)C)(N(C)C)N(C)C)C2C=CC=CC=2N=N1. The catalyst is ClCCl.C(OCC)(=O)C. The product is [Cl:10][C:11]1[CH:19]=[C:18]([C:20]([NH:22][CH2:23][C:24]2[CH:29]=[CH:28][CH:27]=[C:26]([O:30][Si:31]([C:34]([CH3:36])([CH3:35])[CH3:37])([CH3:32])[CH3:33])[CH:25]=2)=[O:21])[CH:17]=[C:16]([CH3:38])[C:12]=1[C:13]([NH:49][C@H:48]([C:50]([O:52][CH3:53])=[O:51])[CH2:47][NH:46][C:44]([O:43][C:41]([CH3:54])([CH3:42])[CH3:40])=[O:45])=[O:15]. The yield is 0.810. (8) The reactants are C1(OC(=O)[N:9]([C:19]2[CH:24]=[C:23]([O:25][C:26]3[CH:31]=[CH:30][C:29]([NH:32][C:33]([C:35]4([C:38](=[O:47])[NH:39][C:40]5[CH:45]=[CH:44][C:43]([F:46])=[CH:42][CH:41]=5)[CH2:37][CH2:36]4)=[O:34])=[CH:28][CH:27]=3)[CH:22]=[CH:21][N:20]=2)[C:10]([O:12]C2C=CC=CC=2)=O)C=CC=CC=1.[CH3:49][N:50]1[CH2:55][CH2:54][N:53]([CH:56]2[CH2:61][CH2:60][NH:59][CH2:58][CH2:57]2)[CH2:52][CH2:51]1. The catalyst is CN(C)C=O. The product is [F:46][C:43]1[CH:42]=[CH:41][C:40]([NH:39][C:38]([C:35]2([C:33]([NH:32][C:29]3[CH:30]=[CH:31][C:26]([O:25][C:23]4[CH:22]=[CH:21][N:20]=[C:19]([NH:9][C:10]([N:59]5[CH2:58][CH2:57][CH:56]([N:53]6[CH2:52][CH2:51][N:50]([CH3:49])[CH2:55][CH2:54]6)[CH2:61][CH2:60]5)=[O:12])[CH:24]=4)=[CH:27][CH:28]=3)=[O:34])[CH2:36][CH2:37]2)=[O:47])=[CH:45][CH:44]=1. The yield is 0.790. (9) The reactants are [CH3:1][C:2]1[N:6]([CH2:7][C:8]([F:11])([F:10])[F:9])[N:5]=[CH:4][C:3]=1[C:12]1[N:13]([C:17]2[CH:18]=[N:19][CH:20]=[CH:21][CH:22]=2)[CH2:14][CH2:15][N:16]=1.[Mn]([O-])(=O)(=O)=O.[K+].[O-2].[Al+3].[O-2].[O-2].[Al+3]. The catalyst is C(#N)C. The product is [CH3:1][C:2]1[N:6]([CH2:7][C:8]([F:10])([F:11])[F:9])[N:5]=[CH:4][C:3]=1[C:12]1[N:13]([C:17]2[CH:18]=[N:19][CH:20]=[CH:21][CH:22]=2)[CH:14]=[CH:15][N:16]=1. The yield is 0.230.